Dataset: Forward reaction prediction with 1.9M reactions from USPTO patents (1976-2016). Task: Predict the product of the given reaction. Given the reactants [O:1]1[C:5]2[CH:6]=[CH:7][CH:8]=[CH:9][C:4]=2[N:3]=[C:2]1[NH:10][C:11]1[CH:16]=[CH:15][C:14]([NH:17][C:18]2[C:23]([NH2:24])=[CH:22][CH:21]=[CH:20][N:19]=2)=[CH:13][CH:12]=1.C(N(CC)CC)C.Cl[C:33](Cl)([O:35]C(=O)OC(Cl)(Cl)Cl)Cl, predict the reaction product. The product is: [O:1]1[C:5]2[CH:6]=[CH:7][CH:8]=[CH:9][C:4]=2[N:3]=[C:2]1[NH:10][C:11]1[CH:12]=[CH:13][C:14]([N:17]2[C:18]3=[N:19][CH:20]=[CH:21][CH:22]=[C:23]3[NH:24][C:33]2=[O:35])=[CH:15][CH:16]=1.